This data is from Forward reaction prediction with 1.9M reactions from USPTO patents (1976-2016). The task is: Predict the product of the given reaction. (1) Given the reactants [C:1]([C:3]1[CH:4]=[C:5]([CH:9]=[CH:10][C:11]=1[O:12][CH3:13])[C:6](O)=[O:7])#[N:2].C1(C)C=CC=CC=1.S(Cl)([Cl:23])=O, predict the reaction product. The product is: [C:1]([C:3]1[CH:4]=[C:5]([CH:9]=[CH:10][C:11]=1[O:12][CH3:13])[C:6]([Cl:23])=[O:7])#[N:2]. (2) Given the reactants C[O:2][C:3]([C:5]1[S:9][C:8]2[CH:10]=[C:11]([O:16]C)[C:12]([O:14]C)=[CH:13][C:7]=2[C:6]=1[Cl:18])=[O:4].B(Br)(Br)Br, predict the reaction product. The product is: [Cl:18][C:6]1[C:7]2[CH:13]=[C:12]([OH:14])[C:11]([OH:16])=[CH:10][C:8]=2[S:9][C:5]=1[C:3]([OH:4])=[O:2]. (3) Given the reactants Cl[C:2](Cl)([O:4]C(=O)OC(Cl)(Cl)Cl)Cl.[CH:13]([N:16]1[C:20]2[N:21]=[C:22]([C:31]3[CH:37]=[CH:36][C:34]([NH2:35])=[CH:33][CH:32]=3)[N:23]=[C:24]([N:25]3[CH2:30][CH2:29][O:28][CH2:27][CH2:26]3)[C:19]=2[N:18]=[N:17]1)([CH3:15])[CH3:14].CCN(CC)CC.[NH2:45][C:46]1[CH:51]=[CH:50][C:49]([C:52]([N:54]2[CH2:59][CH2:58][N:57]([CH3:60])[CH2:56][CH2:55]2)=[O:53])=[CH:48][CH:47]=1, predict the reaction product. The product is: [CH3:14][CH:13]([N:16]1[C:20]2[N:21]=[C:22]([C:31]3[CH:37]=[CH:36][C:34]([NH:35][C:2]([NH:45][C:46]4[CH:47]=[CH:48][C:49]([C:52]([N:54]5[CH2:55][CH2:56][N:57]([CH3:60])[CH2:58][CH2:59]5)=[O:53])=[CH:50][CH:51]=4)=[O:4])=[CH:33][CH:32]=3)[N:23]=[C:24]([N:25]3[CH2:30][CH2:29][O:28][CH2:27][CH2:26]3)[C:19]=2[N:18]=[N:17]1)[CH3:15]. (4) Given the reactants [F:1][C:2]1[CH:7]=[C:6]([Si:8]([CH3:11])([CH3:10])[CH3:9])[CH:5]=[CH:4][C:3]=1[NH2:12].[C:13]([O:17][C:18]([C:20]1[CH:21]=[CH:22][C:23]2[S:27][N:26]=[CH:25][C:24]=2[C:28]=1Br)=[O:19])([CH3:16])([CH3:15])[CH3:14].CC1(C)C2C(=C(P(C3C=CC=CC=3)C3C=CC=CC=3)C=CC=2)OC2C(P(C3C=CC=CC=3)C3C=CC=CC=3)=CC=CC1=2.[O-]P([O-])([O-])=O.[K+].[K+].[K+], predict the reaction product. The product is: [C:13]([O:17][C:18]([C:20]1[CH:21]=[CH:22][C:23]2[S:27][N:26]=[CH:25][C:24]=2[C:28]=1[NH:12][C:3]1[CH:4]=[CH:5][C:6]([Si:8]([CH3:9])([CH3:11])[CH3:10])=[CH:7][C:2]=1[F:1])=[O:19])([CH3:16])([CH3:14])[CH3:15]. (5) Given the reactants [NH2:1][C:2]1[CH:3]=[CH:4][C:5]([NH:24][C:25]([O:27][C:28]([CH3:31])([CH3:30])[CH3:29])=[O:26])=[C:6]([CH2:8][CH2:9][C:10]2[CH:11]=[C:12]([NH:16][C:17](=[O:23])[O:18][C:19]([CH3:22])([CH3:21])[CH3:20])[CH:13]=[CH:14][CH:15]=2)[CH:7]=1.[Cl:32][C:33]1[N:38]=[C:37](Cl)[C:36]([F:40])=[CH:35][N:34]=1.C(=O)([O-])[O-].[K+].[K+], predict the reaction product. The product is: [C:28]([O:27][C:25]([NH:24][C:5]1[CH:4]=[CH:3][C:2]([NH:1][C:35]2[C:36]([F:40])=[CH:37][N:38]=[C:33]([Cl:32])[N:34]=2)=[CH:7][C:6]=1[CH2:8][CH2:9][C:10]1[CH:11]=[C:12]([NH:16][C:17](=[O:23])[O:18][C:19]([CH3:22])([CH3:21])[CH3:20])[CH:13]=[CH:14][CH:15]=1)=[O:26])([CH3:31])([CH3:30])[CH3:29]. (6) Given the reactants [Br:1][C:2]1[CH:3]=[C:4]([OH:9])[CH:5]=[C:6]([F:8])[CH:7]=1.I[C:11]([F:16])([F:15])[CH:12]([F:14])[F:13].C([O-])([O-])=O.[K+].[K+], predict the reaction product. The product is: [Br:1][C:2]1[CH:3]=[C:4]([O:9][C:11]([F:16])([F:15])[CH:12]([F:14])[F:13])[CH:5]=[C:6]([F:8])[CH:7]=1. (7) Given the reactants Cl.C(O)C.C(OC([N:12]([CH2:30][C:31]([O:33][C:34](C)(C)[CH3:35])=[O:32])[C:13]1[CH:18]=[CH:17][CH:16]=[C:15]([CH2:19][NH:20][S:21]([C:24]2[CH:29]=[CH:28][CH:27]=[CH:26][N:25]=2)(=[O:23])=[O:22])[N:14]=1)=O)(C)(C)C.[OH-].[Na+], predict the reaction product. The product is: [N:25]1[CH:26]=[CH:27][CH:28]=[CH:29][C:24]=1[S:21]([NH:20][CH2:19][C:15]1[N:14]=[C:13]([NH:12][CH2:30][C:31]([O:33][CH2:34][CH3:35])=[O:32])[CH:18]=[CH:17][CH:16]=1)(=[O:22])=[O:23]. (8) Given the reactants C(ON=O)(C)(C)C.N[C:9]1[CH:14]=[CH:13][C:12]([NH:15][C:16](=[O:31])[C:17]([F:30])([F:29])[C:18]2[C:27]3[C:22](=[CH:23][CH:24]=[CH:25][CH:26]=3)[C:21]([F:28])=[CH:20][CH:19]=2)=[C:11]([F:32])[C:10]=1[CH2:33][CH2:34][OH:35].[ClH:36], predict the reaction product. The product is: [Cl:36][C:9]1[CH:14]=[CH:13][C:12]([NH:15][C:16](=[O:31])[C:17]([F:30])([F:29])[C:18]2[C:27]3[C:22](=[CH:23][CH:24]=[CH:25][CH:26]=3)[C:21]([F:28])=[CH:20][CH:19]=2)=[C:11]([F:32])[C:10]=1[CH2:33][CH2:34][OH:35]. (9) Given the reactants [C:1]1([CH:7]2[CH2:12][CH2:11][CH2:10][NH:9][CH:8]2[C:13]([OH:15])=[O:14])[CH:6]=[CH:5][CH:4]=[CH:3][CH:2]=1.C(=O)(O)[O-].[Na+].[C:21](O[C:21]([O:23][C:24]([CH3:27])([CH3:26])[CH3:25])=[O:22])([O:23][C:24]([CH3:27])([CH3:26])[CH3:25])=[O:22], predict the reaction product. The product is: [C:24]([O:23][C:21]([N:9]1[CH2:10][CH2:11][CH2:12][CH:7]([C:1]2[CH:2]=[CH:3][CH:4]=[CH:5][CH:6]=2)[CH:8]1[C:13]([OH:15])=[O:14])=[O:22])([CH3:27])([CH3:26])[CH3:25].